From a dataset of NCI-60 drug combinations with 297,098 pairs across 59 cell lines. Regression. Given two drug SMILES strings and cell line genomic features, predict the synergy score measuring deviation from expected non-interaction effect. (1) Synergy scores: CSS=-4.99, Synergy_ZIP=-2.21, Synergy_Bliss=-9.79, Synergy_Loewe=-20.1, Synergy_HSA=-14.4. Drug 1: C1=CC(=CC=C1CC(C(=O)O)N)N(CCCl)CCCl.Cl. Drug 2: C1=CN(C=N1)CC(O)(P(=O)(O)O)P(=O)(O)O. Cell line: HT29. (2) Drug 1: CNC(=O)C1=CC=CC=C1SC2=CC3=C(C=C2)C(=NN3)C=CC4=CC=CC=N4. Drug 2: CC12CCC3C(C1CCC2OP(=O)(O)O)CCC4=C3C=CC(=C4)OC(=O)N(CCCl)CCCl.[Na+]. Cell line: MDA-MB-435. Synergy scores: CSS=1.11, Synergy_ZIP=-2.10, Synergy_Bliss=-3.24, Synergy_Loewe=-8.64, Synergy_HSA=-5.13. (3) Drug 1: CC1C(C(=O)NC(C(=O)N2CCCC2C(=O)N(CC(=O)N(C(C(=O)O1)C(C)C)C)C)C(C)C)NC(=O)C3=C4C(=C(C=C3)C)OC5=C(C(=O)C(=C(C5=N4)C(=O)NC6C(OC(=O)C(N(C(=O)CN(C(=O)C7CCCN7C(=O)C(NC6=O)C(C)C)C)C)C(C)C)C)N)C. Drug 2: CS(=O)(=O)CCNCC1=CC=C(O1)C2=CC3=C(C=C2)N=CN=C3NC4=CC(=C(C=C4)OCC5=CC(=CC=C5)F)Cl. Cell line: SF-539. Synergy scores: CSS=24.2, Synergy_ZIP=8.25, Synergy_Bliss=13.1, Synergy_Loewe=7.40, Synergy_HSA=12.3. (4) Drug 1: C1C(C(OC1N2C=C(C(=O)NC2=O)F)CO)O. Drug 2: CC1=C(C(=O)C2=C(C1=O)N3CC4C(C3(C2COC(=O)N)OC)N4)N. Cell line: SNB-19. Synergy scores: CSS=47.6, Synergy_ZIP=-5.87, Synergy_Bliss=-2.89, Synergy_Loewe=-0.652, Synergy_HSA=1.78. (5) Drug 1: CC1=CC=C(C=C1)C2=CC(=NN2C3=CC=C(C=C3)S(=O)(=O)N)C(F)(F)F. Drug 2: CNC(=O)C1=NC=CC(=C1)OC2=CC=C(C=C2)NC(=O)NC3=CC(=C(C=C3)Cl)C(F)(F)F. Cell line: KM12. Synergy scores: CSS=-1.92, Synergy_ZIP=-0.0341, Synergy_Bliss=-2.45, Synergy_Loewe=-4.79, Synergy_HSA=-4.15.